This data is from hERG Central: cardiac toxicity at 1µM, 10µM, and general inhibition. The task is: Predict hERG channel inhibition at various concentrations. (1) The molecule is CCc1ccccc1Nc1nc(N)nc(COC(=O)CCNS(=O)(=O)c2ccccc2)n1. Results: hERG_inhib (hERG inhibition (general)): blocker. (2) The drug is COc1cc(CN2CCC(CO)(CCOc3ccccc3)CC2)cc(OC)c1. Results: hERG_inhib (hERG inhibition (general)): blocker. (3) The drug is C=CCN(CC=C)CCCOc1ccccc1C(=O)OC.O=C(O)C(=O)O. Results: hERG_inhib (hERG inhibition (general)): blocker. (4) The molecule is CCCCCCCN1CCN=C1N(C)C. Results: hERG_inhib (hERG inhibition (general)): blocker.